This data is from Peptide-MHC class I binding affinity with 185,985 pairs from IEDB/IMGT. The task is: Regression. Given a peptide amino acid sequence and an MHC pseudo amino acid sequence, predict their binding affinity value. This is MHC class I binding data. (1) The peptide sequence is WALEMADTF. The MHC is H-2-Db with pseudo-sequence H-2-Db. The binding affinity (normalized) is 0.467. (2) The peptide sequence is AQFSPQYL. The MHC is Mamu-A2201 with pseudo-sequence Mamu-A2201. The binding affinity (normalized) is 0.